From a dataset of NCI-60 drug combinations with 297,098 pairs across 59 cell lines. Regression. Given two drug SMILES strings and cell line genomic features, predict the synergy score measuring deviation from expected non-interaction effect. (1) Synergy scores: CSS=46.5, Synergy_ZIP=-5.39, Synergy_Bliss=-9.09, Synergy_Loewe=-7.26, Synergy_HSA=-4.58. Cell line: SW-620. Drug 2: CC1CCCC2(C(O2)CC(NC(=O)CC(C(C(=O)C(C1O)C)(C)C)O)C(=CC3=CSC(=N3)C)C)C. Drug 1: C1=CN(C(=O)N=C1N)C2C(C(C(O2)CO)O)O.Cl. (2) Drug 1: C(=O)(N)NO. Drug 2: CC(C)CN1C=NC2=C1C3=CC=CC=C3N=C2N. Cell line: TK-10. Synergy scores: CSS=-1.44, Synergy_ZIP=0.0311, Synergy_Bliss=-1.69, Synergy_Loewe=-3.41, Synergy_HSA=-3.56. (3) Drug 1: CC1=C(C=C(C=C1)NC2=NC=CC(=N2)N(C)C3=CC4=NN(C(=C4C=C3)C)C)S(=O)(=O)N.Cl. Drug 2: C(=O)(N)NO. Cell line: SR. Synergy scores: CSS=-6.07, Synergy_ZIP=-3.18, Synergy_Bliss=-9.82, Synergy_Loewe=-7.61, Synergy_HSA=-7.53. (4) Drug 1: COC1=C(C=C2C(=C1)N=CN=C2NC3=CC(=C(C=C3)F)Cl)OCCCN4CCOCC4. Drug 2: CC1CCC2CC(C(=CC=CC=CC(CC(C(=O)C(C(C(=CC(C(=O)CC(OC(=O)C3CCCCN3C(=O)C(=O)C1(O2)O)C(C)CC4CCC(C(C4)OC)O)C)C)O)OC)C)C)C)OC. Cell line: SK-MEL-5. Synergy scores: CSS=47.5, Synergy_ZIP=-4.70, Synergy_Bliss=-1.54, Synergy_Loewe=0.981, Synergy_HSA=1.89. (5) Drug 1: C1=NC2=C(N1)C(=S)N=C(N2)N. Drug 2: CC(C)(C#N)C1=CC(=CC(=C1)CN2C=NC=N2)C(C)(C)C#N. Cell line: SF-539. Synergy scores: CSS=26.4, Synergy_ZIP=0.498, Synergy_Bliss=-0.141, Synergy_Loewe=0.862, Synergy_HSA=1.95. (6) Drug 1: CC1=CC2C(CCC3(C2CCC3(C(=O)C)OC(=O)C)C)C4(C1=CC(=O)CC4)C. Drug 2: C(CC(=O)O)C(=O)CN.Cl. Cell line: SK-OV-3. Synergy scores: CSS=3.88, Synergy_ZIP=-2.97, Synergy_Bliss=0.311, Synergy_Loewe=-1.92, Synergy_HSA=-1.21.